This data is from Forward reaction prediction with 1.9M reactions from USPTO patents (1976-2016). The task is: Predict the product of the given reaction. Given the reactants [C:1]1([S:7]([C:10]2[CH:16]=[CH:15][C@H:14]([CH3:17])[C@H:13]([OH:18])[C@@H:12]([CH3:19])[CH:11]=2)(=[O:9])=[O:8])[CH:6]=[CH:5][CH:4]=[CH:3][CH:2]=1.N1C(C)=CC=CC=1C.[Si:28](OS(C(F)(F)F)(=O)=O)([C:31]([CH3:34])([CH3:33])[CH3:32])([CH3:30])[CH3:29].CO, predict the reaction product. The product is: [C:1]1([S:7]([C:10]2[CH:16]=[CH:15][C@H:14]([CH3:17])[C@H:13]([O:18][Si:28]([C:31]([CH3:34])([CH3:33])[CH3:32])([CH3:30])[CH3:29])[C@@H:12]([CH3:19])[CH:11]=2)(=[O:8])=[O:9])[CH:2]=[CH:3][CH:4]=[CH:5][CH:6]=1.